The task is: Predict the product of the given reaction.. This data is from Forward reaction prediction with 1.9M reactions from USPTO patents (1976-2016). (1) The product is: [NH4+:8].[OH-:6].[NH2:8][C:9]1[CH:13]=[C:12]([C:14]2[CH:19]=[CH:18][C:17]([O:20][CH2:21][CH2:22][NH:23][C:24]([NH2:26])=[O:25])=[CH:16][CH:15]=2)[N:11]([C:27]2[CH:32]=[CH:31][C:30]([O:33][CH3:34])=[CH:29][CH:28]=2)[N:10]=1. Given the reactants Cl.C([O:6]C(=O)[NH:8][C:9]1[CH:13]=[C:12]([C:14]2[CH:19]=[CH:18][C:17]([O:20][CH2:21][CH2:22][NH:23][C:24]([NH2:26])=[O:25])=[CH:16][CH:15]=2)[N:11]([C:27]2[CH:32]=[CH:31][C:30]([O:33][CH3:34])=[CH:29][CH:28]=2)[N:10]=1)(C)(C)C, predict the reaction product. (2) Given the reactants [Cl:1][C:2]1[CH:7]=[C:6]([Cl:8])[CH:5]=[CH:4][C:3]=1[C:9]1[N:10]=[C:11](/[CH:30]=[CH:31]/[C:32]2[CH:37]=[CH:36][C:35]([OH:38])=[CH:34][CH:33]=2)[N:12]([CH2:14][C:15]([NH:17][CH:18]([C:20]2[C:29]3[C:24](=[CH:25][CH:26]=[CH:27][CH:28]=3)[CH:23]=[CH:22][CH:21]=2)[CH3:19])=[O:16])[CH:13]=1.Br[CH2:40][C:41]([O:43]C)=[O:42], predict the reaction product. The product is: [Cl:1][C:2]1[CH:7]=[C:6]([Cl:8])[CH:5]=[CH:4][C:3]=1[C:9]1[N:10]=[C:11](/[CH:30]=[CH:31]/[C:32]2[CH:33]=[CH:34][C:35]([O:38][CH2:40][C:41]([OH:43])=[O:42])=[CH:36][CH:37]=2)[N:12]([CH2:14][C:15](=[O:16])[NH:17][CH:18]([C:20]2[C:29]3[C:24](=[CH:25][CH:26]=[CH:27][CH:28]=3)[CH:23]=[CH:22][CH:21]=2)[CH3:19])[CH:13]=1. (3) Given the reactants [F:1][C:2]1[CH:7]=[C:6]([C:8]2[CH:13]=[CH:12][N:11]=[C:10]3[NH:14][C:15]([C:17]4[CH:22]=[CH:21][CH:20]=[CH:19][C:18]=4[N+:23]([O-])=O)=[N:16][C:9]=23)[CH:5]=[CH:4][C:3]=1[CH2:26][NH:27][C:28](=[O:34])[O:29][C:30]([CH3:33])([CH3:32])[CH3:31], predict the reaction product. The product is: [NH2:23][C:18]1[CH:19]=[CH:20][CH:21]=[CH:22][C:17]=1[C:15]1[NH:14][C:10]2=[N:11][CH:12]=[CH:13][C:8]([C:6]3[CH:5]=[CH:4][C:3]([CH2:26][NH:27][C:28](=[O:34])[O:29][C:30]([CH3:31])([CH3:32])[CH3:33])=[C:2]([F:1])[CH:7]=3)=[C:9]2[N:16]=1. (4) Given the reactants [CH3:1][O:2][C:3]1[CH:8]=[CH:7][C:6](B(O)O)=[CH:5][C:4]=1[CH3:12].[CH2:13]([O:15][C:16](=[O:33])[CH2:17][N:18]1[CH2:23][CH2:22][CH:21]([C:24](SC2C=CC=CC=2)=[O:25])[CH2:20][CH2:19]1)[CH3:14], predict the reaction product. The product is: [CH2:13]([O:15][C:16](=[O:33])[CH2:17][N:18]1[CH2:23][CH2:22][CH:21]([C:24](=[O:25])[C:6]2[CH:7]=[CH:8][C:3]([O:2][CH3:1])=[C:4]([CH3:12])[CH:5]=2)[CH2:20][CH2:19]1)[CH3:14]. (5) Given the reactants [Si]([O:8][CH:9]1[CH2:14][CH2:13][C:12]([C:15]2[C:16]([F:21])=[N:17][CH:18]=[CH:19][CH:20]=2)=[CH:11][CH2:10]1)(C(C)(C)C)(C)C, predict the reaction product. The product is: [F:21][C:16]1[C:15]([C:12]2[CH2:13][CH2:14][CH:9]([OH:8])[CH2:10][CH:11]=2)=[CH:20][CH:19]=[CH:18][N:17]=1. (6) Given the reactants [N:1]1[CH:6]=[CH:5][N:4]=[CH:3][C:2]=1[C:7]([OH:9])=O.[CH3:10][NH:11][CH2:12][CH2:13][CH3:14].CCN=C=NCCCN(C)C.Cl.C1C=CC2N(O)N=NC=2C=1.O.C(=O)([O-])O.[Na+], predict the reaction product. The product is: [CH3:10][N:11]([CH2:12][CH2:13][CH3:14])[C:7]([C:2]1[CH:3]=[N:4][CH:5]=[CH:6][N:1]=1)=[O:9]. (7) The product is: [Cl:1][C:2]1[CH:7]=[C:6]([C:8]2[O:12][N:11]=[C:10]([C:13]3[N:14]=[C:15]4[C:20]([Cl:21])=[CH:19][C:18]([C:22]([F:24])([F:23])[F:25])=[CH:17][N:16]4[CH:26]=3)[N:9]=2)[C:5]([Cl:27])=[CH:4][C:3]=1[CH2:28][CH2:29][C:30]([OH:32])=[O:31]. Given the reactants [Cl:1][C:2]1[CH:7]=[C:6]([C:8]2[O:12][N:11]=[C:10]([C:13]3[N:14]=[C:15]4[C:20]([Cl:21])=[CH:19][C:18]([C:22]([F:25])([F:24])[F:23])=[CH:17][N:16]4[CH:26]=3)[N:9]=2)[C:5]([Cl:27])=[CH:4][C:3]=1[CH2:28][CH2:29][C:30]([O:32]C)=[O:31].O.[OH-].[Li+], predict the reaction product. (8) Given the reactants [Cl:1][C:2]1[CH:3]=[C:4](/[CH:18]=[CH:19]/[C:20]([O:22][CH2:23][CH3:24])=[O:21])[CH:5]=[C:6]([O:16][CH3:17])[C:7]=1[O:8]CC1C=CC=CC=1, predict the reaction product. The product is: [Cl:1][C:2]1[CH:3]=[C:4]([CH2:18][CH2:19][C:20]([O:22][CH2:23][CH3:24])=[O:21])[CH:5]=[C:6]([O:16][CH3:17])[C:7]=1[OH:8].